This data is from Forward reaction prediction with 1.9M reactions from USPTO patents (1976-2016). The task is: Predict the product of the given reaction. (1) Given the reactants C([Li])(CC)C.[Cl:6][C:7]1[CH:8]=[CH:9][C:10]([CH3:22])=[C:11]([CH:21]=1)[CH2:12][NH:13][C:14](=[O:20])[O:15][C:16]([CH3:19])([CH3:18])[CH3:17].[CH3:23][O:24][C:25]1[CH:30]=[CH:29][C:28]([N:31]=[CH:32][C:33]([F:36])([F:35])[F:34])=[CH:27][CH:26]=1, predict the reaction product. The product is: [Cl:6][C:7]1[CH:8]=[CH:9][C:10]([CH2:22][CH:32]([NH:31][C:28]2[CH:29]=[CH:30][C:25]([O:24][CH3:23])=[CH:26][CH:27]=2)[C:33]([F:35])([F:34])[F:36])=[C:11]([CH:21]=1)[CH2:12][NH:13][C:14](=[O:20])[O:15][C:16]([CH3:17])([CH3:18])[CH3:19]. (2) Given the reactants [C:1]([NH:18][CH2:19][C:20](F)(F)[C:21]([OH:23])=[O:22])([O:3][CH2:4][CH:5]1[C:17]2[C:12](=[CH:13][CH:14]=[CH:15][CH:16]=2)[C:11]2[C:6]1=[CH:7][CH:8]=[CH:9][CH:10]=2)=[O:2].C1CN([P+](Br)(N2CCCC2)N2CCCC2)CC1.F[P-](F)(F)(F)(F)F, predict the reaction product. The product is: [C:1]([NH:18][CH2:19][CH2:20][C:21]([OH:23])=[O:22])([O:3][CH2:4][CH:5]1[C:6]2[C:11](=[CH:10][CH:9]=[CH:8][CH:7]=2)[C:12]2[C:17]1=[CH:16][CH:15]=[CH:14][CH:13]=2)=[O:2]. (3) Given the reactants [C:1]([C:3]1([NH:6][C:7]([C@H:9]2[CH2:13][C@H:12]([S:14]([C:17]3[CH:22]=[CH:21][C:20](Br)=[CH:19][C:18]=3[C:24]([F:27])([F:26])[F:25])(=[O:16])=[O:15])[CH2:11][C@@H:10]2[O:28][CH3:29])=[O:8])[CH2:5][CH2:4]1)#[N:2].[NH:30]1[CH2:35][CH2:34][O:33][CH2:32][CH2:31]1.C(C1C=CC=C(C(C)(C)C)N=1)(C)(C)C.C([O-])([O-])=O.[Na+].[Na+], predict the reaction product. The product is: [C:1]([C:3]1([NH:6][C:7]([C@H:9]2[CH2:13][C@H:12]([S:14]([C:17]3[CH:22]=[CH:21][C:20]([N:30]4[CH2:35][CH2:34][O:33][CH2:32][CH2:31]4)=[CH:19][C:18]=3[C:24]([F:27])([F:26])[F:25])(=[O:16])=[O:15])[CH2:11][C@@H:10]2[O:28][CH3:29])=[O:8])[CH2:5][CH2:4]1)#[N:2].